Dataset: Reaction yield outcomes from USPTO patents with 853,638 reactions. Task: Predict the reaction yield, written as a fraction of the theoretical maximum amount of product (1.0 means a 100% yield; for example, 0.34 means a 34% yield). (1) The reactants are [H-].[Na+].[C:3]([O:7][C:8]([N:10]1[CH2:14][CH2:13][C@@H:12]([CH2:15][OH:16])[CH2:11]1)=[O:9])([CH3:6])([CH3:5])[CH3:4].Br[CH2:18][CH2:19][CH2:20][C:21]1[CH:26]=[CH:25][CH:24]=[CH:23][CH:22]=1. The catalyst is C1COCC1.[N+](CCCC)(CCCC)(CCCC)CCCC.[Br-]. The product is [C:21]1([CH2:20][CH2:19][CH2:18][O:16][CH2:15][C@@H:12]2[CH2:13][CH2:14][N:10]([C:8]([O:7][C:3]([CH3:6])([CH3:5])[CH3:4])=[O:9])[CH2:11]2)[CH:26]=[CH:25][CH:24]=[CH:23][CH:22]=1. The yield is 0.630. (2) The reactants are [CH2:1]([N:8]1[C:12]([C:13]2[CH:18]=[CH:17][C:16]([F:19])=[CH:15][CH:14]=2)=[C:11](/[CH:20]=[CH:21]/[C:22]([O:24]CC)=[O:23])[CH:10]=[N:9]1)[C:2]1[CH:7]=[CH:6][CH:5]=[CH:4][CH:3]=1.C(N1C=C(/C=C/C(OCC)=O)C(C2C=CC(F)=CC=2)=N1)C1C=CC=CC=1.[OH-].[Na+].Cl. The catalyst is CO. The product is [CH2:1]([N:8]1[C:12]([C:13]2[CH:14]=[CH:15][C:16]([F:19])=[CH:17][CH:18]=2)=[C:11](/[CH:20]=[CH:21]/[C:22]([OH:24])=[O:23])[CH:10]=[N:9]1)[C:2]1[CH:3]=[CH:4][CH:5]=[CH:6][CH:7]=1. The yield is 0.950. (3) The reactants are [C:1]([C:5]1[CH:6]=[C:7]2[C:12](=[C:13]([F:15])[CH:14]=1)[C:11](=[O:16])[N:10]([C:17]1[N:24]=[CH:23][CH:22]=[C:21](Cl)[C:18]=1[CH:19]=[O:20])C=[CH:8]2)([CH3:4])([CH3:3])[CH3:2].[CH:26]([N:29]1[C:34](=[O:35])[CH2:33][N:32]2[N:36]=[C:37]([NH:39][C:40]3[C:41](=[O:56])[N:42]([CH3:55])[CH:43]=[C:44](B4OC(C)(C)C(C)(C)O4)[CH:45]=3)[CH:38]=[C:31]2[CH2:30]1)([CH3:28])[CH3:27].[O-]P([O-])([O-])=O.[K+].[K+].[K+].C([O-])(=O)C.[Na+].C(#[N:72])C. The catalyst is C1C=CC(P(C2C=CC=CC=2)[C-]2C=CC=C2)=CC=1.C1C=CC(P(C2C=CC=CC=2)[C-]2C=CC=C2)=CC=1.Cl[Pd]Cl.[Fe+2].O. The yield is 0.480. The product is [C:1]([C:5]1[CH:6]=[C:7]2[C:12](=[C:13]([F:15])[CH:14]=1)[C:11](=[O:16])[N:10]([C:17]1[N:24]=[CH:23][CH:22]=[C:21]([C:44]3[CH:45]=[C:40]([NH:39][C:37]4[CH:38]=[C:31]5[CH2:30][N:29]([CH:26]([CH3:28])[CH3:27])[C:34](=[O:35])[CH2:33][N:32]5[N:36]=4)[C:41](=[O:56])[N:42]([CH3:55])[CH:43]=3)[C:18]=1[CH:19]=[O:20])[N:72]=[CH:8]2)([CH3:3])([CH3:4])[CH3:2].